This data is from Reaction yield outcomes from USPTO patents with 853,638 reactions. The task is: Predict the reaction yield, written as a fraction of the theoretical maximum amount of product (1.0 means a 100% yield; for example, 0.34 means a 34% yield). (1) The reactants are C1(C=C(O)C=C(O)C=1)O.Cl[CH2:11][CH2:12][C:13]([C:15]1[CH:20]=[CH:19][C:18]([F:21])=[C:17]([F:22])[CH:16]=1)=[O:14].[N:23]([O-:25])=[O:24].[Na+]. The catalyst is [I-].[Na+].CN(C)C=O. The product is [F:22][C:17]1[CH:16]=[C:15]([C:13](=[O:14])[CH2:12][CH2:11][N+:23]([O-:25])=[O:24])[CH:20]=[CH:19][C:18]=1[F:21]. The yield is 0.719. (2) The reactants are F[C:2]1[C:3]([CH3:11])=[CH:4][C:5]([N+:8]([O-:10])=[O:9])=[N:6][CH:7]=1.[OH:12][C:13]1[CH:18]=[CH:17][N:16]=[C:15]([Cl:19])[CH:14]=1.C([O-])([O-])=O.[K+].[K+]. The catalyst is CN(C=O)C.O. The product is [Cl:19][C:15]1[CH:14]=[C:13]([O:12][C:2]2[C:3]([CH3:11])=[CH:4][C:5]([N+:8]([O-:10])=[O:9])=[N:6][CH:7]=2)[CH:18]=[CH:17][N:16]=1. The yield is 0.640. (3) The reactants are [NH2:1][C:2]1[S:3][C:4]([CH2:11][CH3:12])=[CH:5][C:6]=1[C:7]([O:9]C)=O.ClC(Cl)(O[C:17](=[O:23])OC(Cl)(Cl)Cl)Cl.C(N(CC)CC)C.[F:32][C:33]1[CH:38]=[CH:37][C:36]([CH2:39][CH2:40][NH2:41])=[CH:35][CH:34]=1. The catalyst is C(Cl)Cl. The product is [CH2:11]([C:4]1[S:3][C:2]2[NH:1][C:17](=[O:23])[N:41]([CH2:40][CH2:39][C:36]3[CH:37]=[CH:38][C:33]([F:32])=[CH:34][CH:35]=3)[C:7](=[O:9])[C:6]=2[CH:5]=1)[CH3:12]. The yield is 1.00. (4) The reactants are [CH2:1]([N:8]([CH:39]([CH:41]1[CH2:43][CH2:42]1)[CH3:40])[C:9](=[O:38])[CH2:10][N:11]1[C:35](=[O:36])[C@:14]2([C:22]3[C:17](=[CH:18][C:19]([NH:23][CH:24]4[CH2:27][N:26](C(OC(C)(C)C)=O)[CH2:25]4)=[CH:20][CH:21]=3)[CH2:16][CH2:15]2)[NH:13][C:12]1=[O:37])[C:2]1[CH:7]=[CH:6][CH:5]=[CH:4][CH:3]=1.C(N([C@H](C1CC1)C)C(=O)CN1C(=O)[C@]2(C3C(=CC(N=C(C4C=CC=CC=4)C4C=CC=CC=4)=CC=3)CC2)NC1=O)C1C=CC=CC=1.FC(F)(F)C(O)=O. The catalyst is ClCCl. The product is [NH:26]1[CH2:27][CH:24]([NH:23][C:19]2[CH:18]=[C:17]3[C:22](=[CH:21][CH:20]=2)[C:14]2([C:35](=[O:36])[N:11]([CH2:10][C:9]([N:8]([CH2:1][C:2]4[CH:7]=[CH:6][CH:5]=[CH:4][CH:3]=4)[C@H:39]([CH:41]4[CH2:43][CH2:42]4)[CH3:40])=[O:38])[C:12](=[O:37])[NH:13]2)[CH2:15][CH2:16]3)[CH2:25]1. The yield is 0.140. (5) The reactants are Br[C:2]1[CH:3]=[C:4]([CH:6]=[CH:7][CH:8]=1)[NH2:5].[CH2:9]([NH2:15])[CH2:10][CH2:11][CH2:12][CH2:13][CH3:14]. No catalyst specified. The product is [NH2:15][C:9]1[CH:14]=[C:13]([CH:12]=[CH:11][CH:10]=1)[NH:5][CH2:4][CH2:3][CH2:2][CH2:8][CH2:7][CH3:6]. The yield is 0.800. (6) The reactants are C([O:3][C:4](=O)[C:5]([N:8]1[CH2:13][CH2:12][CH:11]([C:14]2[CH:36]=[CH:35][C:17]3[C:18]4[N:22]([CH2:23][CH2:24][O:25][C:16]=3[CH:15]=2)[CH:21]=[C:20]([C:26]2[N:27]([CH:32]([CH3:34])[CH3:33])[N:28]=[C:29]([CH3:31])[N:30]=2)[N:19]=4)[CH2:10][CH2:9]1)([CH3:7])[CH3:6])C.[H-].[Al+3].[Li+].[H-].[H-].[H-]. The catalyst is C1COCC1. The product is [CH:32]([N:27]1[C:26]([C:20]2[N:19]=[C:18]3[C:17]4[CH:35]=[CH:36][C:14]([CH:11]5[CH2:10][CH2:9][N:8]([C:5]([CH3:7])([CH3:6])[CH2:4][OH:3])[CH2:13][CH2:12]5)=[CH:15][C:16]=4[O:25][CH2:24][CH2:23][N:22]3[CH:21]=2)=[N:30][C:29]([CH3:31])=[N:28]1)([CH3:34])[CH3:33]. The yield is 0.470. (7) The reactants are [CH2:1]1[CH2:10][O:9][C:8]2[CH:7]=[CH:6][C:5]([NH:11][C:12]3[C:17]([F:18])=[CH:16][N:15]=[C:14]([NH:19][C:20]4[CH:25]=[CH:24][CH:23]=[C:22](O)[CH:21]=4)[N:13]=3)=[CH:4][C:3]=2[O:2]1.ClC1N=C(NC2C=CC3OCCOC=3C=2)C(F)=CN=1.[CH2:46]([N:53]1[CH2:58][CH2:57][N:56](C2C=CC(N)=CC=2)[CH2:55][CH2:54]1)[C:47]1[CH:52]=[CH:51][CH:50]=[CH:49][CH:48]=1. No catalyst specified. The product is [CH2:46]([N:53]1[CH2:58][CH2:57][N:56]([C:23]2[CH:22]=[CH:21][C:20]([NH:19][C:14]3[N:13]=[C:12]([NH:11][C:5]4[CH:6]=[CH:7][C:8]5[O:9][CH2:10][CH2:1][O:2][C:3]=5[CH:4]=4)[C:17]([F:18])=[CH:16][N:15]=3)=[CH:25][CH:24]=2)[CH2:55][CH2:54]1)[C:47]1[CH:48]=[CH:49][CH:50]=[CH:51][CH:52]=1. The yield is 0.330. (8) The reactants are [NH:1]1[C:9]2[C:4](=[CH:5][C:6]([O:10][C:11]3[C:20]4[C:15](=[CH:16][C:17]([O:23][CH2:24][C@H:25]5[CH2:27][O:26]5)=[C:18]([O:21][CH3:22])[CH:19]=4)[N:14]=[CH:13][N:12]=3)=[CH:7][CH:8]=2)[CH:3]=[CH:2]1.[CH3:28][NH:29][CH3:30]. The catalyst is C1COCC1.CN(C=O)C. The product is [OH:26][C@H:25]([CH2:27][N:29]([CH3:30])[CH3:28])[CH2:24][O:23][C:17]1[CH:16]=[C:15]2[C:20]([C:11]([O:10][C:6]3[CH:5]=[C:4]4[C:9](=[CH:8][CH:7]=3)[NH:1][CH:2]=[CH:3]4)=[N:12][CH:13]=[N:14]2)=[CH:19][C:18]=1[O:21][CH3:22]. The yield is 0.630. (9) The reactants are [NH4+].[Cl-].[Br:3][C:4]1[CH:9]=[C:8]([N+:10]([O-])=O)[C:7]([CH3:13])=[CH:6][C:5]=1[F:14]. The catalyst is O.[Fe]. The product is [Br:3][C:4]1[C:5]([F:14])=[CH:6][C:7]([CH3:13])=[C:8]([CH:9]=1)[NH2:10]. The yield is 0.720.